From a dataset of Experimentally validated miRNA-target interactions with 360,000+ pairs, plus equal number of negative samples. Binary Classification. Given a miRNA mature sequence and a target amino acid sequence, predict their likelihood of interaction. (1) The miRNA is rno-miR-135a-5p with sequence UAUGGCUUUUUAUUCCUAUGUGA. The protein sequence of the target gene is MAGPVLTLGLLAALVVCALPGSWGLNEEQRLIQHLFNEKGYDKDLRPVARKEDKVDVALSLTLSNLISLKEVEETLTTNVWIDHAWVDSRLQWDANDFGNITVLRLPPDMVWLPEIVLENNNDGSFQISYACNVLVYDSGYVTWLPPAIFRSSCPISVTYFPFDWQNCSLKFSSLKYTAKEITLSLKQEEENNRSYPIEWIIIDPEGFTENGEWEIVHRAAKLNVDPSVPMDSTNHQDVTFYLIIRRKPLFYIINILVPCVLISFMINLVFYLPGDCGEKTSVAISVLLAQSVFLLLISK.... Result: 0 (no interaction). (2) The miRNA is mmu-miR-139-5p with sequence UCUACAGUGCACGUGUCUCCAG. The protein sequence of the target gene is MLLLLGLCLGLSLCVGSQEEAQSWGHSSEQDGLRVPRQVRLLQRLKTKPLMTEFSVKSTIISRYAFTTVSCRMLNRASEDQDIEFQMQIPAAAFITNFTMLIGDKVYQGEITEREKKSGDRVKEKRNKTTEENGEKGTEIFRASAVIPSKDKAAFFLSYEELLQRRLGKYEHSISVRPQQLSGRLSVDVNILESAGIASLEVLPLHNSRQRGSGRGEDDSGPPPSTVINQNETFANIIFKPTVVQQARIAQNGILGDFIIRYDVNREQSIGDIQVLNGYFVHYFAPKDLPPLPKNVVFVL.... Result: 0 (no interaction). (3) The miRNA is hsa-miR-409-3p with sequence GAAUGUUGCUCGGUGAACCCCU. The protein sequence of the target gene is MGRKKKKQLKPWCWYCNRDFDDEKILIQHQKAKHFKCHICHKKLYTGPGLAIHCMQVHKETIDAVPNAIPGRTDIELEIYGMEGIPEKDMDERRRLLEQKTQESQKKKQQDDSDEYDDDDSAASTSFQPQPVQPQQGYIPPMAQPGLPPVPGAPGMPPGIPPLMPGVPPLMPGMPPVMPGMPPGMMPMGGMMPPGPGIPPLMPGMPPGMPPPVPRPGIPPMTQAQAVSAPGILNRPPAPTATVPAPQPPVTKPLFPSAGQMGTPVTSSSTASSNSESLSASSKALFPSTAQAQAAVQGPV.... Result: 1 (interaction).